Task: Regression/Classification. Given a drug SMILES string, predict its absorption, distribution, metabolism, or excretion properties. Task type varies by dataset: regression for continuous measurements (e.g., permeability, clearance, half-life) or binary classification for categorical outcomes (e.g., BBB penetration, CYP inhibition). Dataset: cyp3a4_veith.. Dataset: CYP3A4 inhibition data for predicting drug metabolism from PubChem BioAssay The compound is NCCSCCc1ccccc1. The result is 0 (non-inhibitor).